This data is from Catalyst prediction with 721,799 reactions and 888 catalyst types from USPTO. The task is: Predict which catalyst facilitates the given reaction. (1) Product: [CH2:42]1[CH:40]2[CH:36]([C:13]3[O:17][N:18]=[C:19]([NH2:24])[N:14]=3)[CH2:34][N:37]([CH2:38]2)[CH2:41]1. The catalyst class is: 9. Reactant: N1CCCC(C(O)=O)C1.CN([C:13]([O:17][N:18]1N=NC2C=CC=[N:24][C:19]1=2)=[N+:14](C)C)C.F[P-](F)(F)(F)(F)F.[CH:34]([N:37]([CH2:41][CH3:42])[CH:38]([CH3:40])C)([CH3:36])C. (2) Reactant: Br[C:2]1[N:6]([S:7]([C:10]2[CH:11]=[N:12][CH:13]=[CH:14][CH:15]=2)(=[O:9])=[O:8])[CH:5]=[C:4]([CH2:16][N:17]([CH3:25])[C:18](=[O:24])[O:19][C:20]([CH3:23])([CH3:22])[CH3:21])[CH:3]=1.[F:26][C:27]1[C:32](B(O)O)=[CH:31][CH:30]=[CH:29][N:28]=1.C(=O)([O-])[O-].[Na+].[Na+]. Product: [F:26][C:27]1[C:32]([C:2]2[N:6]([S:7]([C:10]3[CH:11]=[N:12][CH:13]=[CH:14][CH:15]=3)(=[O:9])=[O:8])[CH:5]=[C:4]([CH2:16][N:17]([CH3:25])[C:18](=[O:24])[O:19][C:20]([CH3:23])([CH3:22])[CH3:21])[CH:3]=2)=[CH:31][CH:30]=[CH:29][N:28]=1. The catalyst class is: 108. (3) Reactant: [F:1][C:2]1[CH:3]=[C:4]2[C:9](=[CH:10][C:11]=1[F:12])[N:8]=[C:7]([CH2:13][O:14][C:15]1[CH:16]=[CH:17][C:18]3[O:28][CH2:27][C:22]4=[N:23][CH:24]=[CH:25][CH:26]=[C:21]4[CH:20](O)[C:19]=3[CH:30]=1)[CH:6]=[CH:5]2.COC1C=CC(P2(SP(C3C=CC(OC)=CC=3)(=S)S2)=[S:40])=CC=1.Cl[CH2:54][C:55]#[N:56].C(N(CC)CC)C. The catalyst class is: 11. Product: [F:1][C:2]1[CH:3]=[C:4]2[C:9](=[CH:10][C:11]=1[F:12])[N:8]=[C:7]([CH2:13][O:14][C:15]1[CH:16]=[CH:17][C:18]3[O:28][CH2:27][C:22]4=[N:23][CH:24]=[CH:25][CH:26]=[C:21]4[CH:20]([S:40][CH2:54][C:55]#[N:56])[C:19]=3[CH:30]=1)[CH:6]=[CH:5]2. (4) The catalyst class is: 19. Product: [CH3:1][O:2][C:3](=[O:18])[CH2:4][CH2:5][CH2:6][CH2:7][C:8]1[CH:13]=[CH:12][C:11]([F:14])=[C:10]([NH2:15])[CH:9]=1. Reactant: [CH3:1][O:2][C:3](=[O:18])[CH2:4][CH2:5][C:6]#[C:7][C:8]1[CH:13]=[CH:12][C:11]([F:14])=[C:10]([N+:15]([O-])=O)[CH:9]=1.[H][H]. (5) Product: [CH3:1][O:2][C:3]1[CH:4]=[C:5]2[C:10](=[CH:11][C:12]=1[O:13][CH3:14])[N:9]=[CH:8][CH:7]=[C:6]2[O:15][C:16]1[CH:22]=[CH:21][C:19]([NH:20][C:37]([NH:45][C:46]2[S:47][C:48]([CH2:51][CH3:52])=[N:49][N:50]=2)=[O:43])=[CH:18][C:17]=1[CH3:23]. Reactant: [CH3:1][O:2][C:3]1[CH:4]=[C:5]2[C:10](=[CH:11][C:12]=1[O:13][CH3:14])[N:9]=[CH:8][CH:7]=[C:6]2[O:15][C:16]1[CH:22]=[CH:21][C:19]([NH2:20])=[CH:18][C:17]=1[CH3:23].C(N(C(C)C)CC)(C)C.ClC(Cl)(O[C:37](=[O:43])OC(Cl)(Cl)Cl)Cl.[NH2:45][C:46]1[S:47][C:48]([CH2:51][CH3:52])=[N:49][N:50]=1. The catalyst class is: 146. (6) Product: [Cl:1][C:2]1([F:4])[CH2:3][CH:7]1[C:8]([O:10][CH2:11][CH3:12])=[O:9]. Reactant: [Cl:1][C:2]([F:4])=[CH2:3].[N+](=[CH:7][C:8]([O:10][CH2:11][CH3:12])=[O:9])=[N-]. The catalyst class is: 4.